This data is from Ames mutagenicity test results for genotoxicity prediction. The task is: Regression/Classification. Given a drug SMILES string, predict its toxicity properties. Task type varies by dataset: regression for continuous values (e.g., LD50, hERG inhibition percentage) or binary classification for toxic/non-toxic outcomes (e.g., AMES mutagenicity, cardiotoxicity, hepatotoxicity). Dataset: ames. (1) The molecule is CC1(C)SC2C(NC(=O)C(N)c3ccccc3)C(=O)N2C1C(=O)O. The result is 0 (non-mutagenic). (2) The molecule is OCC12OOC1(CO)c1ccccc1O2. The result is 0 (non-mutagenic). (3) The compound is C=CCOCC1CO1. The result is 1 (mutagenic). (4) The drug is O=C(NC(=O)c1c(F)cccc1F)Nc1ccc(Cl)cc1. The result is 0 (non-mutagenic). (5) The drug is O=C1C=CC(=O)c2c(O)c(Cl)c(Cl)c(O)c21. The result is 1 (mutagenic). (6) The drug is CC1=CC2OC3C(O)CC(C)(C34CO4)C2(CO)C(O)C1=O. The result is 0 (non-mutagenic).